From a dataset of CYP2C9 inhibition data for predicting drug metabolism from PubChem BioAssay. Regression/Classification. Given a drug SMILES string, predict its absorption, distribution, metabolism, or excretion properties. Task type varies by dataset: regression for continuous measurements (e.g., permeability, clearance, half-life) or binary classification for categorical outcomes (e.g., BBB penetration, CYP inhibition). Dataset: cyp2c9_veith. (1) The molecule is COc1ccc(Cc2n[nH]c(=O)c3ccccc23)cc1OC. The result is 1 (inhibitor). (2) The compound is Cc1noc(C)c1C(=O)N1CCC2(CCCN(Cc3ccccc3)C2)CC1. The result is 0 (non-inhibitor). (3) The molecule is CN(C)Cc1ccccc1-c1cncnc1Nc1ccncc1. The result is 0 (non-inhibitor). (4) The drug is CCn1c(C)cc(/C=C2\NC(=O)N(Cc3ccc(Cl)cc3)C2=O)c1C. The result is 0 (non-inhibitor).